This data is from Full USPTO retrosynthesis dataset with 1.9M reactions from patents (1976-2016). The task is: Predict the reactants needed to synthesize the given product. (1) Given the product [C:16]([CH2:18][CH2:19][CH2:20][C:21]([N:7]1[CH2:6][CH2:5][N:4]([C:8]2[CH:15]=[CH:14][C:11]([C:12]#[N:13])=[CH:10][N:9]=2)[CH2:3][CH:2]1[CH3:1])=[O:22])#[N:17], predict the reactants needed to synthesize it. The reactants are: [CH3:1][CH:2]1[NH:7][CH2:6][CH2:5][N:4]([C:8]2[CH:15]=[CH:14][C:11]([C:12]#[N:13])=[CH:10][N:9]=2)[CH2:3]1.[C:16]([CH2:18][CH2:19][CH2:20][C:21](O)=[O:22])#[N:17]. (2) Given the product [I-:17].[CH2:1]([O:8][C:9]1[C:10]([F:19])=[CH:11][C:12]([F:18])=[CH:13][C:14]=1[CH2:15][CH2:16][P+:26]([C:27]1[CH:28]=[CH:29][CH:30]=[CH:31][CH:32]=1)([C:33]1[CH:38]=[CH:37][CH:36]=[CH:35][CH:34]=1)[C:23]1[CH:22]=[CH:21][CH:20]=[CH:25][CH:24]=1)[C:2]1[CH:7]=[CH:6][CH:5]=[CH:4][CH:3]=1, predict the reactants needed to synthesize it. The reactants are: [CH2:1]([O:8][C:9]1[C:14]([CH2:15][CH2:16][I:17])=[CH:13][C:12]([F:18])=[CH:11][C:10]=1[F:19])[C:2]1[CH:7]=[CH:6][CH:5]=[CH:4][CH:3]=1.[CH:20]1[CH:25]=[CH:24][C:23]([P:26]([C:33]2[CH:38]=[CH:37][CH:36]=[CH:35][CH:34]=2)[C:27]2[CH:32]=[CH:31][CH:30]=[CH:29][CH:28]=2)=[CH:22][CH:21]=1. (3) Given the product [CH2:14]([C@H:21]1[CH2:22][N:23]([C:27]2[CH:35]=[C:34]3[C:30]([C:31]([CH2:40][CH3:41])=[N:32][N:33]3[CH:36]3[CH2:37][CH2:38][CH2:39]3)=[CH:29][CH:28]=2)[CH2:24][CH2:25][N:26]1[C:10](=[O:12])[CH2:9][C:6]1[NH:5][C:4]([CH:1]([CH3:2])[CH3:3])=[N:8][N:7]=1)[C:15]1[CH:16]=[CH:17][CH:18]=[CH:19][CH:20]=1, predict the reactants needed to synthesize it. The reactants are: [CH:1]([C:4]1[NH:8][N:7]=[C:6]([CH2:9][C:10]([O:12]C)=O)[N:5]=1)([CH3:3])[CH3:2].[CH2:14]([C@@H:21]1[NH:26][CH2:25][CH2:24][N:23]([C:27]2[CH:35]=[C:34]3[C:30]([C:31]([CH2:40][CH3:41])=[N:32][N:33]3[CH:36]3[CH2:39][CH2:38][CH2:37]3)=[CH:29][CH:28]=2)[CH2:22]1)[C:15]1[CH:20]=[CH:19][CH:18]=[CH:17][CH:16]=1. (4) Given the product [OH:8][C:9]1[C:10]([C:28]([F:30])([F:31])[F:29])=[C:11]2[C:16](=[CH:17][CH:18]=1)[CH:15]=[C:14]([C:19]1([NH:27][C:40](=[O:41])[O:39][C:35]([CH3:38])([CH3:37])[CH3:36])[CH2:20][O:21][C:22]([CH3:25])([CH3:26])[O:23][CH2:24]1)[CH:13]=[CH:12]2, predict the reactants needed to synthesize it. The reactants are: C([O:8][C:9]1[C:10]([C:28]([F:31])([F:30])[F:29])=[C:11]2[C:16](=[CH:17][CH:18]=1)[CH:15]=[C:14]([C:19]1([NH2:27])[CH2:24][O:23][C:22]([CH3:26])([CH3:25])[O:21][CH2:20]1)[CH:13]=[CH:12]2)C1C=CC=CC=1.C(Cl)Cl.[C:35]([O:39][C:40](O[C:40]([O:39][C:35]([CH3:38])([CH3:37])[CH3:36])=[O:41])=[O:41])([CH3:38])([CH3:37])[CH3:36].C(N(CC)C(C)C)(C)C. (5) Given the product [Cl:12][C:13]1[CH:18]=[CH:17][CH:16]=[C:15]([Cl:19])[C:14]=1[N:20]1[C:24]([CH2:25][O:1][C:2]2[CH:7]=[CH:6][C:5]([C:8](=[O:10])[CH3:9])=[C:4]([CH3:11])[CH:3]=2)=[C:23]([CH:27]([CH3:29])[CH3:28])[CH:22]=[N:21]1, predict the reactants needed to synthesize it. The reactants are: [OH:1][C:2]1[CH:7]=[CH:6][C:5]([C:8](=[O:10])[CH3:9])=[C:4]([CH3:11])[CH:3]=1.[Cl:12][C:13]1[CH:18]=[CH:17][CH:16]=[C:15]([Cl:19])[C:14]=1[N:20]1[C:24]([CH2:25]O)=[C:23]([CH:27]([CH3:29])[CH3:28])[CH:22]=[N:21]1.C(P(CCCC)CCCC)CCC.C1CCN(C(N=NC(N2CCCCC2)=O)=O)CC1. (6) Given the product [CH2:1]([N:8]1[CH2:13][CH2:12][C:11]2([O:14][CH2:17]2)[CH2:10][CH2:9]1)[C:2]1[CH:3]=[CH:4][CH:5]=[CH:6][CH:7]=1, predict the reactants needed to synthesize it. The reactants are: [CH2:1]([N:8]1[CH2:13][CH2:12][C:11](=[O:14])[CH2:10][CH2:9]1)[C:2]1[CH:7]=[CH:6][CH:5]=[CH:4][CH:3]=1.[OH-].[Na+].[C:17]1(C)C=CC=CC=1. (7) Given the product [Cl-:15].[Cl:15][CH2:3][C:2]([C:5]1[CH:10]=[CH:9][N+:8]([CH3:11])=[CH:7][CH:6]=1)=[O:4], predict the reactants needed to synthesize it. The reactants are: [I-].[C:2]([C:5]1[CH:10]=[CH:9][N+:8]([CH3:11])=[CH:7][CH:6]=1)(=[O:4])[CH3:3].S(Cl)([Cl:15])(=O)=O.